Dataset: Full USPTO retrosynthesis dataset with 1.9M reactions from patents (1976-2016). Task: Predict the reactants needed to synthesize the given product. (1) Given the product [C:11]([O:10][C:9](=[O:15])[NH:8][C:5]1[CH:4]=[CH:3][C:2]2[N:7]([CH:24]=[C:22]([C:21]3[CH:20]=[CH:19][C:18]([Br:26])=[CH:17][CH:16]=3)[N:1]=2)[CH:6]=1)([CH3:12])([CH3:14])[CH3:13], predict the reactants needed to synthesize it. The reactants are: [NH2:1][C:2]1[N:7]=[CH:6][C:5]([NH:8][C:9](=[O:15])[O:10][C:11]([CH3:14])([CH3:13])[CH3:12])=[CH:4][CH:3]=1.[CH:16]1[C:21]([C:22]([CH2:24]Br)=O)=[CH:20][CH:19]=[C:18]([Br:26])[CH:17]=1. (2) Given the product [NH2:2][C:1]([C:3]1[C:11]([NH:12][CH:13]([CH2:16][CH3:17])[CH2:14][CH3:15])=[CH:10][C:6]([C:7]([OH:9])=[O:8])=[C:5]([CH3:18])[N:4]=1)=[O:22], predict the reactants needed to synthesize it. The reactants are: [C:1]([C:3]1[C:11]([NH:12][CH:13]([CH2:16][CH3:17])[CH2:14][CH3:15])=[CH:10][C:6]([C:7]([O-:9])=[O:8])=[C:5]([CH3:18])[N:4]=1)#[N:2].OO.C(=O)([O-])[O-:22].[K+].[K+].[OH-].[K+].